This data is from Peptide-MHC class I binding affinity with 185,985 pairs from IEDB/IMGT. The task is: Regression. Given a peptide amino acid sequence and an MHC pseudo amino acid sequence, predict their binding affinity value. This is MHC class I binding data. (1) The peptide sequence is VLDCRTAFK. The MHC is HLA-A03:01 with pseudo-sequence HLA-A03:01. The binding affinity (normalized) is 0.601. (2) The peptide sequence is VQPPQLTLQV. The MHC is HLA-A31:01 with pseudo-sequence HLA-A31:01. The binding affinity (normalized) is 0. (3) The peptide sequence is YADHGANQL. The MHC is HLA-A01:01 with pseudo-sequence HLA-A01:01. The binding affinity (normalized) is 0.0847. (4) The peptide sequence is YIITCCLFA. The MHC is HLA-A23:01 with pseudo-sequence HLA-A23:01. The binding affinity (normalized) is 0.0847. (5) The peptide sequence is MSFDKYDGI. The MHC is Mamu-B17 with pseudo-sequence Mamu-B17. The binding affinity (normalized) is 0.586. (6) The peptide sequence is AKATGRYNL. The MHC is HLA-B07:02 with pseudo-sequence HLA-B07:02. The binding affinity (normalized) is 0.0847.